Dataset: Forward reaction prediction with 1.9M reactions from USPTO patents (1976-2016). Task: Predict the product of the given reaction. (1) Given the reactants [CH:1]([N:4]1[C:8]([C:9]2[CH:14]=[CH:13][N:12]=[C:11]([NH:15][C:16]3[CH:21]=[CH:20][C:19]([S:22][CH2:23][CH2:24][CH2:25]O)=[CH:18][CH:17]=3)[N:10]=2)=[CH:7][N:6]=[C:5]1[CH3:27])([CH3:3])[CH3:2].C(#N)C.[CH2:31]([N:33](CC)[CH2:34][CH3:35])[CH3:32].CS(Cl)(=O)=[O:40], predict the reaction product. The product is: [CH:1]([N:4]1[C:8]([C:9]2[CH:14]=[CH:13][N:12]=[C:11]([NH:15][C:16]3[CH:17]=[CH:18][C:19]([S:22][CH2:23][CH2:24][CH2:25][N:33]4[CH2:34][CH2:35][O:40][CH2:32][CH2:31]4)=[CH:20][CH:21]=3)[N:10]=2)=[CH:7][N:6]=[C:5]1[CH3:27])([CH3:2])[CH3:3]. (2) Given the reactants C([O:3][C:4](=[O:20])[CH:5]([O:17][CH2:18][CH3:19])[CH2:6][C:7]1[C:8]([CH3:16])=[C:9]2[C:13](=[CH:14][CH:15]=1)[NH:12][CH:11]=[CH:10]2)C.Cl[CH2:22][C:23]1[N:24]=[C:25]([C:29]2[CH:34]=[CH:33][C:32]([C:35]([F:38])([F:37])[F:36])=[CH:31][CH:30]=2)[O:26][C:27]=1[CH3:28], predict the reaction product. The product is: [CH2:18]([O:17][CH:5]([CH2:6][C:7]1[C:8]([CH3:16])=[C:9]2[C:13](=[CH:14][CH:15]=1)[N:12]([CH2:22][C:23]1[N:24]=[C:25]([C:29]3[CH:30]=[CH:31][C:32]([C:35]([F:38])([F:37])[F:36])=[CH:33][CH:34]=3)[O:26][C:27]=1[CH3:28])[CH:11]=[CH:10]2)[C:4]([OH:3])=[O:20])[CH3:19]. (3) Given the reactants [CH:1]1([NH:7][C:8]2[CH:13]=[C:12]([F:14])[CH:11]=[CH:10][C:9]=2[N+:15]([O-])=O)[CH2:6][CH2:5][CH2:4][CH2:3][CH2:2]1, predict the reaction product. The product is: [CH:1]1([NH:7][C:8]2[C:9]([NH2:15])=[CH:10][CH:11]=[C:12]([F:14])[CH:13]=2)[CH2:2][CH2:3][CH2:4][CH2:5][CH2:6]1. (4) Given the reactants [NH2:1][C:2]1[CH:7]=[CH:6][CH:5]=[CH:4][CH:3]=1.Br[C:9]1[CH:22]=[C:21]2[C:23]3=[C:24]4[C:14]([CH:15]=[CH:16][CH:17]=[C:18]4[CH:19]=[CH:20]2)=[CH:13][CH:12]=[C:11]3[CH:10]=1.C1C=CC(P(C2C(C3C(P(C4C=CC=CC=4)C4C=CC=CC=4)=CC=C4C=3C=CC=C4)=C3C(C=CC=C3)=CC=2)C2C=CC=CC=2)=CC=1.CC(C)([O-])C.[Na+], predict the reaction product. The product is: [C:2]1([NH:1][C:16]2[CH:15]=[C:14]3[C:24]4=[C:23]5[C:21]([CH:22]=[CH:9][CH:10]=[C:11]5[CH:12]=[CH:13]3)=[CH:20][CH:19]=[C:18]4[CH:17]=2)[CH:7]=[CH:6][CH:5]=[CH:4][CH:3]=1. (5) Given the reactants [OH:1][C@:2]12[CH2:18][CH2:17][C@H:16]([C:19]3[CH:20]=[CH:21][C:22](=[O:25])[O:23][CH:24]=3)[C@@:15]1([CH3:26])[CH2:14][CH2:13][C@H:12]1[C@H:3]2[CH2:4][CH2:5][C@H:6]2[C@:11]1([CH3:27])[CH2:10][CH2:9][C:8](=O)[CH2:7]2.C([O-])(C)=O.[NH4+].[BH3-][C:35]#[N:36].[Na+].Cl.C([O-])([O-])=O.[Na+].[Na+], predict the reaction product. The product is: [NH2:36][C@H:8]1[CH2:7][C@@H:6]2[C@@:11]([CH3:27])([C@@H:12]3[C@@H:3]([CH2:4][CH2:5]2)[C@:2]2([OH:1])[C@@:15]([CH3:26])([C@@H:16]([C:19]4[CH:20]=[CH:21][C:22](=[O:25])[O:23][CH:24]=4)[CH2:17][CH2:18]2)[CH2:14][CH2:13]3)[CH2:10][CH2:9]1.[NH2:36][C@@H:35]1[CH2:7][C@@H:6]2[C@@:11]([CH3:27])([C@@H:12]3[C@@H:3]([CH2:4][CH2:5]2)[C@:2]2([OH:1])[C@@:15]([CH3:26])([C@@H:16]([C:19]4[CH:20]=[CH:21][C:22](=[O:25])[O:23][CH:24]=4)[CH2:17][CH2:18]2)[CH2:14][CH2:13]3)[CH2:10][CH2:9]1. (6) Given the reactants [CH3:1][C:2]1[N:6]=[C:5]([CH3:7])[S:4][C:3]=1/[CH:8]=[CH:9]/[C:10](N(C)C)=O.[CH3:15][CH:16]1[O:21][CH:20]([CH3:22])[CH2:19][N:18]([C:23]2[CH:28]=[CH:27][C:26]([NH:29][C:30]([NH2:32])=[NH:31])=[CH:25][CH:24]=2)[CH2:17]1, predict the reaction product. The product is: [CH3:15][CH:16]1[O:21][CH:20]([CH3:22])[CH2:19][N:18]([C:23]2[CH:24]=[CH:25][C:26]([NH:29][C:30]3[N:32]=[C:8]([C:3]4[S:4][C:5]([CH3:7])=[N:6][C:2]=4[CH3:1])[CH:9]=[CH:10][N:31]=3)=[CH:27][CH:28]=2)[CH2:17]1. (7) Given the reactants Cl[CH2:2][CH2:3][CH2:4][CH2:5][S:6]([NH:9][CH3:10])(=[O:8])=[O:7].[I-].[Na+].[N-:13]=[N+:14]=[N-:15].[Na+], predict the reaction product. The product is: [N:13]([CH2:2][CH2:3][CH2:4][CH2:5][S:6]([NH:9][CH3:10])(=[O:8])=[O:7])=[N+:14]=[N-:15].